From a dataset of NCI-60 drug combinations with 297,098 pairs across 59 cell lines. Regression. Given two drug SMILES strings and cell line genomic features, predict the synergy score measuring deviation from expected non-interaction effect. (1) Drug 1: C1=CN(C=N1)CC(O)(P(=O)(O)O)P(=O)(O)O. Drug 2: CN(CCCl)CCCl.Cl. Cell line: HOP-62. Synergy scores: CSS=-6.94, Synergy_ZIP=18.6, Synergy_Bliss=19.9, Synergy_Loewe=-6.29, Synergy_HSA=-3.54. (2) Drug 1: C1=CC(=C2C(=C1NCCNCCO)C(=O)C3=C(C=CC(=C3C2=O)O)O)NCCNCCO. Drug 2: CC1CCC2CC(C(=CC=CC=CC(CC(C(=O)C(C(C(=CC(C(=O)CC(OC(=O)C3CCCCN3C(=O)C(=O)C1(O2)O)C(C)CC4CCC(C(C4)OC)O)C)C)O)OC)C)C)C)OC. Cell line: OVCAR-5. Synergy scores: CSS=30.8, Synergy_ZIP=-4.87, Synergy_Bliss=-0.723, Synergy_Loewe=2.60, Synergy_HSA=4.45. (3) Drug 1: CC1=C(C(=O)C2=C(C1=O)N3CC4C(C3(C2COC(=O)N)OC)N4)N. Drug 2: C1=CC=C(C=C1)NC(=O)CCCCCCC(=O)NO. Cell line: T-47D. Synergy scores: CSS=60.8, Synergy_ZIP=8.93, Synergy_Bliss=9.23, Synergy_Loewe=7.28, Synergy_HSA=11.2.